This data is from Reaction yield outcomes from USPTO patents with 853,638 reactions. The task is: Predict the reaction yield, written as a fraction of the theoretical maximum amount of product (1.0 means a 100% yield; for example, 0.34 means a 34% yield). (1) The reactants are [ClH:1].[OH:2][C:3]([C:5]1[CH:18]=[CH:17][C:8]([C:9]([CH:11]2[CH2:16][CH2:15][NH:14][CH2:13][CH2:12]2)=O)=[CH:7][CH:6]=1)=[O:4].Cl.[H][H]. The catalyst is O.[Pd]. The product is [ClH:1].[NH:14]1[CH2:15][CH2:16][CH:11]([CH2:9][C:8]2[CH:17]=[CH:18][C:5]([C:3]([OH:4])=[O:2])=[CH:6][CH:7]=2)[CH2:12][CH2:13]1. The yield is 0.620. (2) The reactants are [F:1][C:2]1[CH:3]=[CH:4][C:5]([NH:8][NH2:9])=[N:6][CH:7]=1.[CH3:10][C:11]([N:16]1[CH2:20][CH2:19][CH2:18][CH2:17]1)([CH3:15])[C:12](O)=[O:13].C(Cl)CCl.C1C=CC2N(O)N=NC=2C=1.O. The product is [F:1][C:2]1[CH:3]=[CH:4][C:5]([NH:8][NH:9][C:12](=[O:13])[C:11]([CH3:15])([N:16]2[CH2:20][CH2:19][CH2:18][CH2:17]2)[CH3:10])=[N:6][CH:7]=1. The catalyst is CN(C=O)C. The yield is 0.620. (3) The reactants are [NH2:1][C:2]1[CH:7]=[CH:6][CH:5]=[CH:4][CH:3]=1.[H-].[Na+].[NH2:10][C:11]1[N:20]=[C:19]([NH2:21])[C:18]2[C:13](=[CH:14][CH:15]=[CH:16][C:17]=2F)[N:12]=1. The catalyst is CS(C)=O. The product is [NH2:10][C:11]1[N:20]=[C:19]([NH2:21])[C:18]2[C:13](=[CH:14][CH:15]=[CH:16][C:17]=2[NH:1][C:2]2[CH:7]=[CH:6][CH:5]=[CH:4][CH:3]=2)[N:12]=1. The yield is 0.0480. (4) The reactants are FC(F)(F)C([O-])=O.[F:8][C:9]1[CH:22]=[CH:21][C:12]([CH2:13][N:14]2[CH2:19][CH2:18][NH2+:17][CH2:16][C:15]2=[O:20])=[CH:11][CH:10]=1.[CH:23]([O:26][C:27]([C:29]1[C:34]([C:35](O)=[O:36])=[CH:33][CH:32]=[CH:31][N:30]=1)=[O:28])([CH3:25])[CH3:24].C(Cl)CCl.C(N(CC)CC)C. The catalyst is C(Cl)Cl.CN(C=O)C. The product is [CH:23]([O:26][C:27]([C:29]1[C:34]([C:35]([N:17]2[CH2:18][CH2:19][N:14]([CH2:13][C:12]3[CH:21]=[CH:22][C:9]([F:8])=[CH:10][CH:11]=3)[C:15](=[O:20])[CH2:16]2)=[O:36])=[CH:33][CH:32]=[CH:31][N:30]=1)=[O:28])([CH3:25])[CH3:24]. The yield is 1.00. (5) The reactants are FC(F)(F)C(O)=O.[NH2:8][CH2:9][CH2:10][C:11]1[N:16]=[C:15]([C:17]2[S:18][C:19]3[CH:27]=[CH:26][CH:25]=[CH:24][C:20]=3[C:21](=[O:23])[N:22]=2)[CH:14]=[CH:13][CH:12]=1.C(=O)([O-])[O-].[K+].[K+].[CH2:34]([N:36]=[C:37]=[O:38])[CH3:35]. The catalyst is C(#N)C. The product is [CH2:34]([NH:36][C:37]([NH:8][CH2:9][CH2:10][C:11]1[CH:12]=[CH:13][CH:14]=[C:15]([C:17]2[S:18][C:19]3[CH:27]=[CH:26][CH:25]=[CH:24][C:20]=3[C:21](=[O:23])[N:22]=2)[N:16]=1)=[O:38])[CH3:35]. The yield is 0.630. (6) The reactants are [Br:1][C:2]1[CH:7]=[C:6]([N+:8]([O-])=O)[C:5]([F:11])=[CH:4][C:3]=1[CH3:12].O.O.Cl[Sn]Cl.C([O-])(O)=O.[Na+]. The catalyst is C(O)C. The product is [Br:1][C:2]1[C:3]([CH3:12])=[CH:4][C:5]([F:11])=[C:6]([CH:7]=1)[NH2:8]. The yield is 0.300. (7) The catalyst is CCCCO. The yield is 0.741. The reactants are C(N(CC)CC)C.[N:8]1([C:14]([O:16][C:17]([CH3:20])([CH3:19])[CH3:18])=[O:15])[CH2:13][CH2:12][NH:11][CH2:10][CH2:9]1.Cl[C:22]1[C:23]2[C@H:30]([CH3:31])[CH2:29][CH2:28][C:24]=2[N:25]=[CH:26][N:27]=1.C(OCC)(=O)C. The product is [CH3:31][C@H:30]1[C:23]2[C:22]([N:11]3[CH2:12][CH2:13][N:8]([C:14]([O:16][C:17]([CH3:20])([CH3:19])[CH3:18])=[O:15])[CH2:9][CH2:10]3)=[N:27][CH:26]=[N:25][C:24]=2[CH2:28][CH2:29]1.